This data is from Peptide-MHC class I binding affinity with 185,985 pairs from IEDB/IMGT. The task is: Regression. Given a peptide amino acid sequence and an MHC pseudo amino acid sequence, predict their binding affinity value. This is MHC class I binding data. The peptide sequence is PLTSLVITY. The MHC is HLA-A11:01 with pseudo-sequence HLA-A11:01. The binding affinity (normalized) is 0.0757.